From a dataset of Forward reaction prediction with 1.9M reactions from USPTO patents (1976-2016). Predict the product of the given reaction. (1) Given the reactants [Cl:1][C:2]1[N:3]([C:13]2[CH:18]=[CH:17][C:16]([CH2:19][CH3:20])=[CH:15][CH:14]=2)[C:4]2[C:9]([C:10]=1[CH:11]=[O:12])=[CH:8][CH:7]=[CH:6][CH:5]=2.[NH:21]1[CH2:26][CH2:25][NH:24][CH2:23][CH2:22]1.Cl, predict the reaction product. The product is: [ClH:1].[CH2:19]([C:16]1[CH:17]=[CH:18][C:13]([N:3]2[C:4]3[C:9](=[CH:8][CH:7]=[CH:6][CH:5]=3)[C:10]([CH:11]=[O:12])=[C:2]2[N:21]2[CH2:26][CH2:25][NH:24][CH2:23][CH2:22]2)=[CH:14][CH:15]=1)[CH3:20]. (2) The product is: [ClH:1].[Cl:1][C:2]1[CH:3]=[C:4]([N:8]2[C:12]([CH2:13][NH2:14])=[CH:11][C:10]([C:15]([F:16])([F:17])[F:18])=[N:9]2)[CH:5]=[CH:6][CH:7]=1. Given the reactants [Cl:1][C:2]1[CH:3]=[C:4]([N:8]2[C:12]([C:13]#[N:14])=[CH:11][C:10]([C:15]([F:18])([F:17])[F:16])=[N:9]2)[CH:5]=[CH:6][CH:7]=1.CO, predict the reaction product. (3) Given the reactants [NH2:1][C:2]1[N:7]=[C:6]([Cl:8])[CH:5]=[C:4](Cl)[N:3]=1.[CH3:10][N:11]1[CH2:16][CH2:15][NH:14][CH2:13][CH2:12]1.C(N(CC)C(C)C)(C)C, predict the reaction product. The product is: [Cl:8][C:6]1[CH:5]=[C:4]([N:14]2[CH2:15][CH2:16][N:11]([CH3:10])[CH2:12][CH2:13]2)[N:3]=[C:2]([NH2:1])[N:7]=1. (4) Given the reactants [CH3:1][N:2]([CH3:17])[C:3]([C@@H:5]1[CH2:9][CH2:8][CH2:7][N:6]1[C:10]1[CH:15]=[CH:14][C:13]([NH2:16])=[CH:12][CH:11]=1)=[O:4].Cl.O1CCOCC1.[N:25]#[C:26][NH2:27], predict the reaction product. The product is: [CH3:1][N:2]([CH3:17])[C:3]([C@@H:5]1[CH2:9][CH2:8][CH2:7][N:6]1[C:10]1[CH:11]=[CH:12][C:13]([NH:16][C:26]([NH2:27])=[NH:25])=[CH:14][CH:15]=1)=[O:4]. (5) Given the reactants [N+:1]([C:4]1[CH:12]=[CH:11][C:7]([C:8](Cl)=[O:9])=[CH:6][CH:5]=1)([O-:3])=[O:2].[CH3:13][CH:14]([CH:18]=[CH:19][CH3:20])[CH2:15][CH2:16][OH:17], predict the reaction product. The product is: [N+:1]([C:4]1[CH:12]=[CH:11][C:7]([C:8]([O:17][CH2:16][CH2:15][CH:14]([CH3:13])[CH:18]=[CH:19][CH3:20])=[O:9])=[CH:6][CH:5]=1)([O-:3])=[O:2]. (6) Given the reactants [F:1][C:2]1[CH:7]=[CH:6][C:5]([C:8]2[C:20]([C:21](=[O:23])[CH3:22])=[C:11]3[CH:12]=[CH:13][C:14]([C:16]([F:19])([F:18])[F:17])=[CH:15][N:10]3[N:9]=2)=[CH:4][CH:3]=1.CO[CH:26](OC)[N:27]([CH3:29])[CH3:28], predict the reaction product. The product is: [F:1][C:2]1[CH:3]=[CH:4][C:5]([C:8]2[C:20]([C:21](=[O:23])[CH:22]=[CH:26][N:27]([CH3:29])[CH3:28])=[C:11]3[CH:12]=[CH:13][C:14]([C:16]([F:19])([F:18])[F:17])=[CH:15][N:10]3[N:9]=2)=[CH:6][CH:7]=1. (7) Given the reactants [CH3:1][C:2]1[CH:7]=[CH:6][CH:5]=[C:4]([N+:8]([O-])=O)[C:3]=1[OH:11].NC1C=CC=C(Cl)C=1O, predict the reaction product. The product is: [NH2:8][C:4]1[CH:5]=[CH:6][CH:7]=[C:2]([CH3:1])[C:3]=1[OH:11].